This data is from Full USPTO retrosynthesis dataset with 1.9M reactions from patents (1976-2016). The task is: Predict the reactants needed to synthesize the given product. (1) The reactants are: C(=O)([O-])[O-].[Cs+].[Cs+].CO.[NH2:9][C:10]1[N:14]([C:15]2[CH:24]=[CH:23][C:18]3[NH:19][C:20]([CH3:22])=[N:21][C:17]=3[CH:16]=2)[N:13]=[CH:12][C:11]=1[C:25]([C:27]1[N:28](S(C2C=CC=CC=2)(=O)=O)[C:29]2[C:34]([CH:35]=1)=[CH:33][C:32]([CH2:36][N:37]1[CH2:42][CH2:41][O:40][CH2:39][CH2:38]1)=[CH:31][CH:30]=2)=[O:26].O.N. Given the product [NH2:9][C:10]1[N:14]([C:15]2[CH:24]=[CH:23][C:18]3[NH:19][C:20]([CH3:22])=[N:21][C:17]=3[CH:16]=2)[N:13]=[CH:12][C:11]=1[C:25]([C:27]1[NH:28][C:29]2[C:34]([CH:35]=1)=[CH:33][C:32]([CH2:36][N:37]1[CH2:42][CH2:41][O:40][CH2:39][CH2:38]1)=[CH:31][CH:30]=2)=[O:26], predict the reactants needed to synthesize it. (2) Given the product [C:10]([O:9][C:4]1[CH:5]=[C:6]([C:20](=[O:22])[CH3:21])[CH:7]=[CH:8][C:3]=1[S:2][CH3:1])(=[O:12])[CH3:11], predict the reactants needed to synthesize it. The reactants are: [CH3:1][S:2][C:3]1[CH:8]=[CH:7][CH:6]=[CH:5][C:4]=1[OH:9].[C:10](Cl)(=[O:12])[CH3:11].Cl.C(N([CH2:20][CH3:21])CC)C.[OH2:22]. (3) Given the product [Cl:1][C:2]1[CH:3]=[CH:4][C:5]2[CH:9]=[C:8]([S:10]([N:13]3[CH2:18][CH2:17][N:16]([CH2:19][CH:20]4[CH2:21][CH2:22][N:23]([C:26]5[CH:31]=[CH:30][N:29]=[C:28]([N:36]([CH3:37])[CH3:35])[N:27]=5)[CH2:24][CH2:25]4)[C:15](=[O:33])[CH2:14]3)(=[O:11])=[O:12])[S:7][C:6]=2[CH:34]=1, predict the reactants needed to synthesize it. The reactants are: [Cl:1][C:2]1[CH:3]=[CH:4][C:5]2[CH:9]=[C:8]([S:10]([N:13]3[CH2:18][CH2:17][N:16]([CH2:19][CH:20]4[CH2:25][CH2:24][N:23]([C:26]5[CH:31]=[CH:30][N:29]=[C:28](Cl)[N:27]=5)[CH2:22][CH2:21]4)[C:15](=[O:33])[CH2:14]3)(=[O:12])=[O:11])[S:7][C:6]=2[CH:34]=1.[CH3:35][NH:36][CH3:37]. (4) Given the product [C:8]1([C:5]2[CH:6]=[CH:7][C:2]([CH:1]=[O:14])=[N:3][CH:4]=2)[CH:9]=[CH:10][CH:11]=[CH:12][CH:13]=1, predict the reactants needed to synthesize it. The reactants are: [CH3:1][C:2]1[CH:7]=[CH:6][C:5]([C:8]2[CH:13]=[CH:12][CH:11]=[CH:10][CH:9]=2)=[CH:4][N:3]=1.[O:14]1CCOCC1.O. (5) Given the product [Cl:1][C:2]1[CH:3]=[C:4]([CH:9]=[CH:10][C:11]=1[N:12]1[CH2:17][CH:16]=[CH:15][CH2:14][O:13]1)[C:5]([OH:7])=[O:6], predict the reactants needed to synthesize it. The reactants are: [Cl:1][C:2]1[CH:3]=[C:4]([CH:9]=[CH:10][C:11]=1[N:12]1[CH2:17][CH:16]=[CH:15][CH2:14][O:13]1)[C:5]([O:7]C)=[O:6].[OH-].[Na+].O. (6) The reactants are: [CH3:1][C:2]1[C:7]([C:8]([O:10][CH2:11][CH3:12])=[O:9])=[C:6]([CH3:13])[CH:5]=[CH:4][N:3]=1.[CH:14]1(C(O)=O)[CH2:16][CH2:15]1.S(OOS([O-])(=O)=O)([O-])(=O)=O.[NH4+].[NH4+].[NH4+].[OH-]. Given the product [CH2:11]([O:10][C:8](=[O:9])[C:7]1[C:6]([CH3:13])=[CH:5][C:4]([CH:14]2[CH2:16][CH2:15]2)=[N:3][C:2]=1[CH3:1])[CH3:12], predict the reactants needed to synthesize it.